From a dataset of Merck oncology drug combination screen with 23,052 pairs across 39 cell lines. Regression. Given two drug SMILES strings and cell line genomic features, predict the synergy score measuring deviation from expected non-interaction effect. (1) Drug 1: CCN(CC)CCNC(=O)c1c(C)[nH]c(C=C2C(=O)Nc3ccc(F)cc32)c1C. Drug 2: CCc1cnn2c(NCc3ccc[n+]([O-])c3)cc(N3CCCCC3CCO)nc12. Cell line: NCIH1650. Synergy scores: synergy=6.07. (2) Drug 1: NC(=O)c1cccc2cn(-c3ccc(C4CCCNC4)cc3)nc12. Drug 2: NC1CCCCC1N.O=C(O)C(=O)O.[Pt+2]. Cell line: LNCAP. Synergy scores: synergy=9.21. (3) Drug 1: C=CCn1c(=O)c2cnc(Nc3ccc(N4CCN(C)CC4)cc3)nc2n1-c1cccc(C(C)(C)O)n1. Drug 2: CS(=O)(=O)CCNCc1ccc(-c2ccc3ncnc(Nc4ccc(OCc5cccc(F)c5)c(Cl)c4)c3c2)o1. Cell line: OVCAR3. Synergy scores: synergy=12.4. (4) Drug 1: COC1CC2CCC(C)C(O)(O2)C(=O)C(=O)N2CCCCC2C(=O)OC(C(C)CC2CCC(OP(C)(C)=O)C(OC)C2)CC(=O)C(C)C=C(C)C(O)C(OC)C(=O)C(C)CC(C)C=CC=CC=C1C. Drug 2: CCc1cnn2c(NCc3ccc[n+]([O-])c3)cc(N3CCCCC3CCO)nc12. Cell line: SW837. Synergy scores: synergy=19.3. (5) Drug 1: CCN(CC)CCNC(=O)c1c(C)[nH]c(C=C2C(=O)Nc3ccc(F)cc32)c1C. Drug 2: CC1(c2nc3c(C(N)=O)cccc3[nH]2)CCCN1. Cell line: HT144. Synergy scores: synergy=1.15. (6) Synergy scores: synergy=-6.26. Drug 1: N.N.O=C(O)C1(C(=O)O)CCC1.[Pt]. Cell line: DLD1. Drug 2: C#Cc1cccc(Nc2ncnc3cc(OCCOC)c(OCCOC)cc23)c1. (7) Drug 1: CN1C(=O)C=CC2(C)C3CCC4(C)C(NC(=O)OCC(F)(F)F)CCC4C3CCC12. Drug 2: O=C(O)C1(Cc2cccc(Nc3nccs3)n2)CCC(Oc2cccc(Cl)c2F)CC1. Cell line: NCIH460. Synergy scores: synergy=-11.1.